Dataset: NCI-60 drug combinations with 297,098 pairs across 59 cell lines. Task: Regression. Given two drug SMILES strings and cell line genomic features, predict the synergy score measuring deviation from expected non-interaction effect. (1) Synergy scores: CSS=-3.21, Synergy_ZIP=-1.68, Synergy_Bliss=-4.81, Synergy_Loewe=-11.9, Synergy_HSA=-6.34. Drug 1: CCCCCOC(=O)NC1=NC(=O)N(C=C1F)C2C(C(C(O2)C)O)O. Cell line: SK-MEL-28. Drug 2: CCN(CC)CCCC(C)NC1=C2C=C(C=CC2=NC3=C1C=CC(=C3)Cl)OC. (2) Drug 1: CN(C)C1=NC(=NC(=N1)N(C)C)N(C)C. Drug 2: C(CC(=O)O)C(=O)CN.Cl. Cell line: SN12C. Synergy scores: CSS=-4.44, Synergy_ZIP=-2.99, Synergy_Bliss=-9.10, Synergy_Loewe=-16.5, Synergy_HSA=-10.5. (3) Cell line: HOP-62. Synergy scores: CSS=23.2, Synergy_ZIP=-2.77, Synergy_Bliss=7.33, Synergy_Loewe=-16.5, Synergy_HSA=2.62. Drug 1: C1CN1P(=S)(N2CC2)N3CC3. Drug 2: C1CC(C1)(C(=O)O)C(=O)O.[NH2-].[NH2-].[Pt+2]. (4) Drug 1: C1=CC(=C2C(=C1NCCNCCO)C(=O)C3=C(C=CC(=C3C2=O)O)O)NCCNCCO. Drug 2: CC1=C(C(=O)C2=C(C1=O)N3CC4C(C3(C2COC(=O)N)OC)N4)N. Cell line: EKVX. Synergy scores: CSS=33.6, Synergy_ZIP=2.84, Synergy_Bliss=3.67, Synergy_Loewe=-1.49, Synergy_HSA=3.51.